This data is from Catalyst prediction with 721,799 reactions and 888 catalyst types from USPTO. The task is: Predict which catalyst facilitates the given reaction. (1) Reactant: [O:1]=[CH:2][C@H:3]([C@H:5]([C@@H:7]([C@@H:9]([CH2:11][OH:12])[OH:10])[OH:8])[OH:6])[OH:4].C(N)CCCCCCCCCCCCCCCCC.[O-2:32].[Fe+2:33]. Product: [OH:1][CH:2]1[O:10][C@H:9]([CH2:11][OH:12])[C@@H:7]([OH:8])[C@H:5]([OH:6])[C@@H:3]1[OH:4].[O-2:32].[Fe+2:33]. The catalyst class is: 22. (2) The catalyst class is: 3. Product: [CH2:1]([O:5][C:6]([N:8]1[CH2:9][CH2:10][N:11]([C:14](=[O:46])[C@@H:15]([NH2:28])[CH2:16][CH2:17][CH2:18][CH2:19][O:20][CH2:21][C:22]2[CH:23]=[CH:24][CH:25]=[CH:26][CH:27]=2)[CH2:12][CH2:13]1)=[O:7])[CH2:2][CH2:3][CH3:4]. Reactant: [CH2:1]([O:5][C:6]([N:8]1[CH2:13][CH2:12][N:11]([C:14](=[O:46])[C@@H:15]([NH:28]C(OCC2C3C=CC=CC=3C3C2=CC=CC=3)=O)[CH2:16][CH2:17][CH2:18][CH2:19][O:20][CH2:21][C:22]2[CH:27]=[CH:26][CH:25]=[CH:24][CH:23]=2)[CH2:10][CH2:9]1)=[O:7])[CH2:2][CH2:3][CH3:4].N1CCOCC1. (3) Reactant: C([O:3][C:4](=[O:20])[CH2:5][N:6]([S:10]([C:13]1[CH:18]=[CH:17][C:16]([F:19])=[CH:15][CH:14]=1)(=[O:12])=[O:11])[CH2:7][CH2:8][OH:9])C.[OH-].[K+]. Product: [F:19][C:16]1[CH:15]=[CH:14][C:13]([S:10]([N:6]([CH2:5][C:4]([OH:20])=[O:3])[CH2:7][CH2:8][OH:9])(=[O:12])=[O:11])=[CH:18][CH:17]=1. The catalyst class is: 38. (4) Reactant: [C:9](O[C:9]([O:11][C:12]([CH3:15])([CH3:14])[CH3:13])=[O:10])([O:11][C:12]([CH3:15])([CH3:14])[CH3:13])=[O:10].[Si:16]([O:33][CH2:34][C@H:35]1[NH:39][C:38](=[O:40])[CH2:37][CH2:36]1)([C:29]([CH3:32])([CH3:31])[CH3:30])([C:23]1[CH:28]=[CH:27][CH:26]=[CH:25][CH:24]=1)[C:17]1[CH:22]=[CH:21][CH:20]=[CH:19][CH:18]=1.CCN(CC)CC. Product: [Si:16]([O:33][CH2:34][C@@H:35]1[CH2:36][CH2:37][C:38](=[O:40])[N:39]1[C:9]([O:11][C:12]([CH3:13])([CH3:14])[CH3:15])=[O:10])([C:29]([CH3:32])([CH3:30])[CH3:31])([C:23]1[CH:28]=[CH:27][CH:26]=[CH:25][CH:24]=1)[C:17]1[CH:22]=[CH:21][CH:20]=[CH:19][CH:18]=1. The catalyst class is: 79. (5) Reactant: Cl[C:2]1[C:3]2[CH:10]=[CH:9][NH:8][C:4]=2[N:5]=[CH:6][N:7]=1.[F:11][C:12]1[C:17]([CH:18]=[O:19])=[C:16]([F:20])[CH:15]=[CH:14][C:13]=1[NH:21][S:22]([CH2:25][CH2:26][CH3:27])(=[O:24])=[O:23].[OH-].[K+].Cl.[C:31](OCC)(=[O:33])C. Product: [F:11][C:12]1[C:17]([CH:18]([OH:19])[C:10]2[C:3]3[C:2]([O:33][CH3:31])=[N:7][CH:6]=[N:5][C:4]=3[NH:8][CH:9]=2)=[C:16]([F:20])[CH:15]=[CH:14][C:13]=1[NH:21][S:22]([CH2:25][CH2:26][CH3:27])(=[O:24])=[O:23]. The catalyst class is: 5. (6) Reactant: [CH3:1][C:2]([CH3:23])([CH3:22])[C:3]([NH:5][C:6]1[C:11](/[C:12](/[CH3:19])=[CH:13]/[C:14]([O:16][CH2:17][CH3:18])=[O:15])=[CH:10][CH:9]=[C:8]([O:20][CH3:21])[N:7]=1)=[O:4].[H][H]. Product: [CH3:23][C:2]([CH3:1])([CH3:22])[C:3]([NH:5][C:6]1[C:11]([CH:12]([CH3:19])[CH2:13][C:14]([O:16][CH2:17][CH3:18])=[O:15])=[CH:10][CH:9]=[C:8]([O:20][CH3:21])[N:7]=1)=[O:4]. The catalyst class is: 29. (7) Reactant: [CH2:1]([O:3][C:4](=[O:21])[CH:5]=[N:6][N:7]([C:14]([O:16][C:17]([CH3:20])([CH3:19])[CH3:18])=[O:15])[CH2:8][CH2:9][C:10]([CH3:13])([CH3:12])[CH3:11])[CH3:2].C1C(=O)N([Cl:29])C(=O)C1. Product: [CH2:1]([O:3][C:4](=[O:21])[C:5](=[N:6][N:7]([C:14]([O:16][C:17]([CH3:20])([CH3:19])[CH3:18])=[O:15])[CH2:8][CH2:9][C:10]([CH3:12])([CH3:13])[CH3:11])[Cl:29])[CH3:2]. The catalyst class is: 25. (8) Reactant: [NH:1]1[C:5]2[CH:6]=[CH:7][CH:8]=[CH:9][C:4]=2[N:3]=[C:2]1[NH2:10].CN(C)/[CH:13]=[CH:14]/[C:15]([C:17]1[CH:22]=[CH:21][CH:20]=[C:19]([N+:23]([O-:25])=[O:24])[CH:18]=1)=O. Product: [N+:23]([C:19]1[CH:18]=[C:17]([C:15]2[CH:14]=[CH:13][N:1]3[C:5]4[CH:6]=[CH:7][CH:8]=[CH:9][C:4]=4[N:3]=[C:2]3[N:10]=2)[CH:22]=[CH:21][CH:20]=1)([O-:25])=[O:24]. The catalyst class is: 52. (9) Reactant: [O-:1][P:2]([O:5][P:6]([O-:9])([O-:8])=[O:7])(=[O:4])[O-:3].[Na+].[Na+].[Na+].[Na+].Cl.[NH:15]1[CH2:20][CH2:19][NH:18][CH2:17][CH2:16]1. Product: [OH:3][P:2]([O:5][P:6]([OH:9])([OH:8])=[O:7])(=[O:1])[OH:4].[NH:15]1[CH2:20][CH2:19][NH:18][CH2:17][CH2:16]1. The catalyst class is: 6. (10) Reactant: [O:1]=[C:2]1[CH2:11][CH2:10][C@@H:9]2[C@H:4]([CH2:5][C@@H:6]([C:16]([OH:18])=[O:17])[N:7]([C:12]([O:14][CH3:15])=[O:13])[CH2:8]2)[CH2:3]1.CCC(C)[BH-](C(C)CC)C(C)CC.[Li+]. Product: [OH:1][C@H:2]1[CH2:11][CH2:10][C@@H:9]2[C@H:4]([CH2:5][C@@H:6]([C:16]([OH:18])=[O:17])[N:7]([C:12]([O:14][CH3:15])=[O:13])[CH2:8]2)[CH2:3]1. The catalyst class is: 7.